Dataset: Forward reaction prediction with 1.9M reactions from USPTO patents (1976-2016). Task: Predict the product of the given reaction. (1) Given the reactants Br[C:2]1[CH:7]=[C:6]([Cl:8])[CH:5]=[CH:4][C:3]=1[NH:9]C(=O)C(F)(F)F.[CH2:16]([OH:20])[CH2:17][C:18]#[CH:19].C(N(CC)CC)C, predict the reaction product. The product is: [Cl:8][C:6]1[CH:5]=[C:4]2[C:3](=[CH:2][CH:7]=1)[NH:9][C:18]([CH2:17][CH2:16][OH:20])=[CH:19]2. (2) The product is: [OH:10][C:11]1[CH:12]=[C:13]([C:21]2[CH:22]=[C:23]([CH3:29])[C:24](=[O:28])[N:25]([CH3:27])[CH:26]=2)[CH:14]=[C:15]([S:17]([CH3:20])(=[O:19])=[O:18])[CH:16]=1. Given the reactants COC1C=CC(C[O:10][C:11]2[CH:12]=[C:13]([C:21]3[CH:22]=[C:23]([CH3:29])[C:24](=[O:28])[N:25]([CH3:27])[CH:26]=3)[CH:14]=[C:15]([S:17]([CH3:20])(=[O:19])=[O:18])[CH:16]=2)=CC=1, predict the reaction product. (3) Given the reactants [CH:1]([C:3]1[C:12]([OH:13])=[CH:11][CH:10]=[C:9]2[C:4]=1[CH:5]=[CH:6][C:7]([CH:14]=[CH:15][C:16]([OH:18])=O)=[CH:8]2)=[O:2].ON1C2C=CC=CC=2N=N1.[NH:29]1[CH2:34][CH2:33][O:32][CH2:31][CH2:30]1.C(N(CC)CC)C.Cl.C(N=C=NCCCN(C)C)C.Cl, predict the reaction product. The product is: [OH:13][C:12]1[CH:11]=[CH:10][C:9]2[C:4](=[CH:5][CH:6]=[C:7]([CH:14]=[CH:15][C:16]([N:29]3[CH2:34][CH2:33][O:32][CH2:31][CH2:30]3)=[O:18])[CH:8]=2)[C:3]=1[CH:1]=[O:2]. (4) Given the reactants [C:1]([O:5][C:6](=[O:22])[NH:7][C:8]1[CH:13]=[C:12]([Cl:14])[C:11]([C:15]([F:18])([F:17])[F:16])=[CH:10][C:9]=1[N+:19]([O-])=O)([CH3:4])([CH3:3])[CH3:2].O.O.Cl[Sn]Cl, predict the reaction product. The product is: [C:1]([O:5][C:6](=[O:22])[NH:7][C:8]1[CH:13]=[C:12]([Cl:14])[C:11]([C:15]([F:17])([F:18])[F:16])=[CH:10][C:9]=1[NH2:19])([CH3:4])([CH3:2])[CH3:3]. (5) Given the reactants [Cl:1][C:2]1[C:3]([CH:31]=O)=[C:4]([C:27]([F:30])([F:29])[F:28])[CH:5]=[C:6]2[C:11]=1[NH:10][C:9](=[O:12])[N:8]([CH2:13][C:14]1[CH:19]=[C:18]([Cl:20])[CH:17]=[CH:16][C:15]=1[S:21]([CH2:24][CH3:25])(=[O:23])=[O:22])[C:7]2=[O:26].[C:33]([O:37][C:38](=[O:46])[NH:39][CH2:40][C@H:41]1[CH2:45][CH2:44][CH2:43][NH:42]1)([CH3:36])([CH3:35])[CH3:34], predict the reaction product. The product is: [C:33]([O:37][C:38](=[O:46])[NH:39][CH2:40][C@H:41]1[CH2:45][CH2:44][CH2:43][N:42]1[CH2:31][C:3]1[C:2]([Cl:1])=[C:11]2[C:6]([C:7](=[O:26])[N:8]([CH2:13][C:14]3[CH:19]=[C:18]([Cl:20])[CH:17]=[CH:16][C:15]=3[S:21]([CH2:24][CH3:25])(=[O:22])=[O:23])[C:9](=[O:12])[NH:10]2)=[CH:5][C:4]=1[C:27]([F:29])([F:30])[F:28])([CH3:36])([CH3:34])[CH3:35].